This data is from Peptide-MHC class I binding affinity with 185,985 pairs from IEDB/IMGT. The task is: Regression. Given a peptide amino acid sequence and an MHC pseudo amino acid sequence, predict their binding affinity value. This is MHC class I binding data. (1) The peptide sequence is FPYTGDPPY. The MHC is HLA-A26:01 with pseudo-sequence HLA-A26:01. The binding affinity (normalized) is 0.583. (2) The peptide sequence is RPQKRPSCI. The binding affinity (normalized) is 0. The MHC is HLA-A01:01 with pseudo-sequence HLA-A01:01. (3) The MHC is HLA-A02:03 with pseudo-sequence HLA-A02:03. The peptide sequence is CNYSKFWYL. The binding affinity (normalized) is 0.172.